From a dataset of HIV replication inhibition screening data with 41,000+ compounds from the AIDS Antiviral Screen. Binary Classification. Given a drug SMILES string, predict its activity (active/inactive) in a high-throughput screening assay against a specified biological target. (1) The molecule is CN(C)C1(C#N)CCC2(CC1)OCCO2. The result is 0 (inactive). (2) The drug is CC1=C(O)C(=O)C(c2c(C)cc(C)c(Br)c2C)=C(O)C1=O. The result is 0 (inactive). (3) The molecule is Cn1c2ccccc2n2c3ccccc3c(=O)c(C#N)c12. The result is 0 (inactive). (4) The drug is CCN(CC)c1ccc(N=Nc2ccc([N+](=O)[O-])cc2OC(=O)C=Cc2ccccc2)c(OC(=O)C=Cc2ccccc2)c1. The result is 0 (inactive). (5) The molecule is O=C1c2ccccc2C(=O)C1(Cl)C1(Cl)C(=O)c2ccccc2C1=O. The result is 0 (inactive). (6) The compound is CC(=O)C1=CSC2C(NC(=O)Cc3ccccc3)C(=O)N2C1C(=O)OC(c1ccccc1)c1ccccc1. The result is 0 (inactive). (7) The drug is CCOC(=O)Cc1c(Cc2[nH]c(C(=O)OCc3ccccc3)c(CC(=O)OCC)c2CC(=O)OCC)[nH]c(C(=O)OCc2ccccc2)c1CC(=O)OCC. The result is 0 (inactive). (8) The drug is c1cc(CSP234N5CCN2CCN3CCN4CC5)cc(CSP234N5CCN2CCN3CCN4CC5)c1. The result is 0 (inactive).